Task: Predict which catalyst facilitates the given reaction.. Dataset: Catalyst prediction with 721,799 reactions and 888 catalyst types from USPTO (1) Reactant: [NH2:1][C:2]([C:28]1[NH:32][C:31]2[CH:33]=[CH:34][C:35]([C:37]#[N:38])=[CH:36][C:30]=2[N:29]=1)([C:4]1[C:12]([S:13]([CH3:16])(=[O:15])=[O:14])=[CH:11][C:10]([CH3:17])=[C:9]2[C:5]=1[CH:6]=[CH:7][N:8]2S(C1C=CC(C)=CC=1)(=O)=O)[CH3:3].[O-]CC.[Na+]. Product: [NH2:1][C:2]([C:28]1[NH:32][C:31]2[CH:33]=[CH:34][C:35]([C:37]#[N:38])=[CH:36][C:30]=2[N:29]=1)([C:4]1[C:12]([S:13]([CH3:16])(=[O:15])=[O:14])=[CH:11][C:10]([CH3:17])=[C:9]2[C:5]=1[CH:6]=[CH:7][NH:8]2)[CH3:3]. The catalyst class is: 14. (2) Reactant: [CH:1]1([O:6][C:7]2[CH:12]=[C:11]([CH3:13])[C:10]([C:14](=[O:16])[CH3:15])=[C:9]([CH3:17])[CH:8]=2)[CH2:5][CH2:4][CH2:3][CH2:2]1.[Br-:18].[Br-].[Br-].C([N+](CCCC)(CCCC)CCCC)CCC.C([N+](CCCC)(CCCC)CCCC)CCC.C([N+](CCCC)(CCCC)CCCC)CCC. Product: [Br:18][CH2:15][C:14]([C:10]1[C:11]([CH3:13])=[CH:12][C:7]([O:6][CH:1]2[CH2:5][CH2:4][CH2:3][CH2:2]2)=[CH:8][C:9]=1[CH3:17])=[O:16]. The catalyst class is: 10.